This data is from Full USPTO retrosynthesis dataset with 1.9M reactions from patents (1976-2016). The task is: Predict the reactants needed to synthesize the given product. (1) Given the product [OH:8][C:6]1[C:21]2[C:16](=[CH:17][CH:18]=[CH:19][CH:20]=2)[C:12]([CH3:22])([CH2:13][CH2:14][CH3:15])[C:11](=[O:23])[C:5]=1[C:4]([O:3][CH2:1][CH3:2])=[O:24], predict the reactants needed to synthesize it. The reactants are: [CH2:1]([O:3][C:4](=[O:24])[CH:5]([C:11](=[O:23])[C:12]([CH3:22])([C:16]1[CH:21]=[CH:20][CH:19]=[CH:18][CH:17]=1)[CH2:13][CH2:14][CH3:15])[C:6]([O:8]CC)=O)[CH3:2]. (2) Given the product [CH:2]1([NH:5][C:6](=[O:7])[NH:8][C:9]2[CH:14]=[CH:13][C:12]([C:15]3[N:16]=[C:17]([N:24]4[CH2:29][CH2:28][O:27][CH2:26][C@@H:25]4[CH3:30])[C:18]4[CH2:23][N:22]([C:41]([N:40]([CH3:44])[CH3:39])=[O:42])[CH2:21][C:19]=4[N:20]=3)=[C:11]([F:31])[CH:10]=2)[CH2:3][CH2:4]1, predict the reactants needed to synthesize it. The reactants are: Cl.[CH:2]1([NH:5][C:6]([NH:8][C:9]2[CH:14]=[CH:13][C:12]([C:15]3[N:16]=[C:17]([N:24]4[CH2:29][CH2:28][O:27][CH2:26][C@@H:25]4[CH3:30])[C:18]4[CH2:23][NH:22][CH2:21][C:19]=4[N:20]=3)=[C:11]([F:31])[CH:10]=2)=[O:7])[CH2:4][CH2:3]1.CCN(CC)CC.[CH3:39][N:40]([CH3:44])[C:41](Cl)=[O:42]. (3) Given the product [S:8]1[CH:12]=[CH:11][CH:10]=[C:9]1[CH2:13][NH:1][C:2]1[CH:7]=[CH:6][CH:5]=[CH:4][CH:3]=1, predict the reactants needed to synthesize it. The reactants are: [NH2:1][C:2]1[CH:7]=[CH:6][CH:5]=[CH:4][CH:3]=1.[S:8]1[CH:12]=[CH:11][CH:10]=[C:9]1[CH:13]=O.C([BH3-])#N. (4) Given the product [OH:3][CH2:4][C:6]1[S:10][C:9](/[CH:11]=[CH:12]\[S:13][C:14]([C:27]2[CH:32]=[CH:31][CH:30]=[CH:29][CH:28]=2)([C:15]2[CH:16]=[CH:17][CH:18]=[CH:19][CH:20]=2)[C:21]2[CH:26]=[CH:25][CH:24]=[CH:23][CH:22]=2)=[N:8][CH:7]=1, predict the reactants needed to synthesize it. The reactants are: C([O:3][C:4]([C:6]1[S:10][C:9](/[CH:11]=[CH:12]\[S:13][C:14]([C:27]2[CH:32]=[CH:31][CH:30]=[CH:29][CH:28]=2)([C:21]2[CH:26]=[CH:25][CH:24]=[CH:23][CH:22]=2)[C:15]2[CH:20]=[CH:19][CH:18]=[CH:17][CH:16]=2)=[N:8][CH:7]=1)=O)C.[H-].C([Al+]CC(C)C)C(C)C.C1(C)C=CC=CC=1.O.Cl. (5) The reactants are: [CH3:1][O:2][C:3]1[CH:4]=[C:5]2[C:10](=[CH:11][CH:12]=1)[N:9]=[CH:8][CH:7]=[CH:6]2.[BH3-]C#N.[Na+]. Given the product [CH3:1][O:2][C:3]1[CH:4]=[C:5]2[C:10](=[CH:11][CH:12]=1)[NH:9][CH2:8][CH2:7][CH2:6]2, predict the reactants needed to synthesize it. (6) Given the product [C:9]([CH2:10][CH2:11][N:7]([CH2:3][CH2:2][C:1]#[N:8])[CH2:6][CH2:5][CH2:4][CH2:3][CH2:2][CH2:1][N:8]([CH2:4][CH2:5][C:6]#[N:7])[CH2:11][CH2:10][C:9]#[N:12])#[N:12], predict the reactants needed to synthesize it. The reactants are: [CH2:1]([NH2:8])[CH2:2][CH2:3][CH2:4][CH2:5][CH2:6][NH2:7].[C:9](#[N:12])[CH:10]=[CH2:11].